Dataset: Peptide-MHC class II binding affinity with 134,281 pairs from IEDB. Task: Regression. Given a peptide amino acid sequence and an MHC pseudo amino acid sequence, predict their binding affinity value. This is MHC class II binding data. The peptide sequence is DYHWLRTVRTTKESL. The MHC is DRB1_0401 with pseudo-sequence DRB1_0401. The binding affinity (normalized) is 0.544.